Dataset: Reaction yield outcomes from USPTO patents with 853,638 reactions. Task: Predict the reaction yield, written as a fraction of the theoretical maximum amount of product (1.0 means a 100% yield; for example, 0.34 means a 34% yield). (1) The reactants are [OH:1][C@H:2]1[CH2:7][C@H:6]([CH3:8])[CH2:5][CH2:4][C@H:3]1[C:9]([OH:11])=[O:10].N1C=CC=CC=1.[C:18](OC(=O)C)(=[O:20])[CH3:19]. The catalyst is ClCCl. The product is [C:18]([O:1][C@H:2]1[CH2:7][C@H:6]([CH3:8])[CH2:5][CH2:4][C@H:3]1[C:9]([OH:11])=[O:10])(=[O:20])[CH3:19]. The yield is 0.530. (2) The reactants are [F:1][C:2]([F:33])([CH2:29][CH2:30][CH2:31][CH3:32])[CH:3]([OH:28])[CH2:4][CH2:5][C@H:6]1[C@H:10]([O:11][CH:12]2[CH2:17][CH2:16][CH2:15][CH2:14][O:13]2)[CH2:9][C@H:8]([OH:18])[C@@H:7]1[CH2:19][CH2:20][CH2:21][CH2:22][CH2:23][CH2:24][C:25]([OH:27])=[O:26].C(N(C(C)C)CC)(C)C.[CH2:43](Br)[C:44]1[CH:49]=[CH:48][CH:47]=[CH:46][CH:45]=1. The catalyst is C(#N)C. The product is [F:33][C:2]([F:1])([CH2:29][CH2:30][CH2:31][CH3:32])[CH:3]([OH:28])[CH2:4][CH2:5][C@H:6]1[C@H:10]([O:11][CH:12]2[CH2:17][CH2:16][CH2:15][CH2:14][O:13]2)[CH2:9][C@H:8]([OH:18])[C@@H:7]1[CH2:19][CH2:20][CH2:21][CH2:22][CH2:23][CH2:24][C:25]([O:27][CH2:43][C:44]1[CH:49]=[CH:48][CH:47]=[CH:46][CH:45]=1)=[O:26]. The yield is 0.991. (3) The reactants are [CH2:1]([NH:8][CH:9]1[CH2:14][CH2:13][N:12]([CH2:15][C:16]2[N:17]=[C:18]([C:22]3[CH:27]=[CH:26][C:25]([C:28]([F:31])([F:30])[F:29])=[CH:24][CH:23]=3)[NH:19][C:20]=2[CH3:21])[CH2:11][CH2:10]1)[C:2]1[CH:7]=[CH:6][CH:5]=[CH:4][CH:3]=1.[F:32][C:33]([F:44])([F:43])[C:34]1[CH:39]=[CH:38][C:37]([N:40]=[C:41]=[O:42])=[CH:36][CH:35]=1. The catalyst is ClCCl. The product is [CH2:1]([N:8]([CH:9]1[CH2:14][CH2:13][N:12]([CH2:15][C:16]2[N:17]=[C:18]([C:22]3[CH:27]=[CH:26][C:25]([C:28]([F:30])([F:31])[F:29])=[CH:24][CH:23]=3)[NH:19][C:20]=2[CH3:21])[CH2:11][CH2:10]1)[C:41]([NH:40][C:37]1[CH:36]=[CH:35][C:34]([C:33]([F:32])([F:43])[F:44])=[CH:39][CH:38]=1)=[O:42])[C:2]1[CH:7]=[CH:6][CH:5]=[CH:4][CH:3]=1. The yield is 0.750. (4) The product is [CH2:17]([O:10][C:4]1[CH:5]=[CH:6][C:7]([CH3:9])=[CH:8][C:3]=1[O:2][CH3:1])[C:18]1[CH:23]=[CH:22][CH:21]=[CH:20][CH:19]=1. The reactants are [CH3:1][O:2][C:3]1[CH:8]=[C:7]([CH3:9])[CH:6]=[CH:5][C:4]=1[OH:10].C([O-])([O-])=O.[K+].[K+].[CH2:17](Br)[C:18]1[CH:23]=[CH:22][CH:21]=[CH:20][CH:19]=1. The catalyst is CC#N. The yield is 0.980. (5) The reactants are CC(OI1(OC(C)=O)(OC(C)=O)OC(=O)C2C=CC=CC1=2)=O.[C:23]([O:27][C:28]([N:30]1[CH2:35][CH2:34][C:33]2[N:36]([CH2:49][CH2:50][CH2:51][OH:52])[N:37]=[C:38]([C:39]3[CH:44]=[CH:43][C:42]([C:45]([F:48])([F:47])[F:46])=[CH:41][CH:40]=3)[C:32]=2[CH2:31]1)=[O:29])([CH3:26])([CH3:25])[CH3:24]. The product is [C:23]([O:27][C:28]([N:30]1[CH2:35][CH2:34][C:33]2[N:36]([CH2:49][CH2:50][CH:51]=[O:52])[N:37]=[C:38]([C:39]3[CH:44]=[CH:43][C:42]([C:45]([F:48])([F:46])[F:47])=[CH:41][CH:40]=3)[C:32]=2[CH2:31]1)=[O:29])([CH3:26])([CH3:25])[CH3:24]. The yield is 0.790. The catalyst is C(Cl)Cl.CCOCC.C([O-])(O)=O.[Na+].